Dataset: TCR-epitope binding with 47,182 pairs between 192 epitopes and 23,139 TCRs. Task: Binary Classification. Given a T-cell receptor sequence (or CDR3 region) and an epitope sequence, predict whether binding occurs between them. The epitope is SEISMDNSPNL. The TCR CDR3 sequence is CASSQDASGTYEQYF. Result: 1 (the TCR binds to the epitope).